Predict the reactants needed to synthesize the given product. From a dataset of Full USPTO retrosynthesis dataset with 1.9M reactions from patents (1976-2016). (1) Given the product [C:16]([CH:11]1[C:10](=[O:15])[CH2:9][CH:8]([C:4]2[CH:5]=[CH:6][CH:7]=[C:2]([F:1])[CH:3]=2)[CH2:13][C:12]1=[O:14])(=[O:18])[CH3:17], predict the reactants needed to synthesize it. The reactants are: [F:1][C:2]1[CH:3]=[C:4]([CH:8]2[CH2:13][C:12](=[O:14])[CH2:11][C:10](=[O:15])[CH2:9]2)[CH:5]=[CH:6][CH:7]=1.[C:16]([O-])(=[O:18])[CH3:17].[Na+].C(C1C(=O)CC(C2C=CC(F)=CC=2)CC1=O)(=O)C. (2) Given the product [CH2:13]([O:12][C:9]1[CH:10]=[CH:11][C:6]([S:3]([N:2]([CH3:1])[CH:18]([C:23]2[CH:28]=[CH:27][C:26]([Cl:29])=[CH:25][CH:24]=2)[C:19]([O:21][CH3:22])=[O:20])(=[O:5])=[O:4])=[CH:7][CH:8]=1)[C:14]#[C:15][CH3:16], predict the reactants needed to synthesize it. The reactants are: [CH3:1][NH:2][S:3]([C:6]1[CH:11]=[CH:10][C:9]([O:12][CH2:13][C:14]#[C:15][CH3:16])=[CH:8][CH:7]=1)(=[O:5])=[O:4].Br[CH:18]([C:23]1[CH:28]=[CH:27][C:26]([Cl:29])=[CH:25][CH:24]=1)[C:19]([O:21][CH3:22])=[O:20].C(=O)([O-])[O-].[K+].[K+].O. (3) Given the product [C:12]([C:11]1[CH:14]=[CH:15][C:8]([CH2:7][CH2:6][CH2:5][N:4]([S:23]([CH3:26])(=[O:25])=[O:24])[CH2:3][CH2:2][O:1][S:23]([CH3:26])(=[O:25])=[O:24])=[CH:9][CH:10]=1)#[N:13], predict the reactants needed to synthesize it. The reactants are: [OH:1][CH2:2][CH2:3][NH:4][CH2:5][CH2:6][CH2:7][C:8]1[CH:15]=[CH:14][C:11]([C:12]#[N:13])=[CH:10][CH:9]=1.C(N(CC)CC)C.[S:23](Cl)([CH3:26])(=[O:25])=[O:24]. (4) Given the product [CH2:1]([O:3][C:4]1[CH:5]=[C:6]([C:13](=[O:38])[CH2:14][CH2:15][C:16]([NH:18][C:19]2[CH:20]=[CH:21][C:22]([CH2:31][CH2:32][C:33]([OH:35])=[O:34])=[C:23]([C:25]3[CH:26]=[CH:27][CH:28]=[CH:29][CH:30]=3)[CH:24]=2)=[O:17])[CH:7]=[CH:8][C:9]=1[O:10][CH2:11][CH3:12])[CH3:2], predict the reactants needed to synthesize it. The reactants are: [CH2:1]([O:3][C:4]1[CH:5]=[C:6]([C:13](=[O:38])[CH2:14][CH2:15][C:16]([NH:18][C:19]2[CH:20]=[CH:21][C:22]([CH2:31][CH2:32][C:33]([O:35]CC)=[O:34])=[C:23]([C:25]3[CH:30]=[CH:29][CH:28]=[CH:27][CH:26]=3)[CH:24]=2)=[O:17])[CH:7]=[CH:8][C:9]=1[O:10][CH2:11][CH3:12])[CH3:2].C1COCC1.[OH-].[Na+]. (5) Given the product [F:1][C:2]1[C:10]([I:11])=[C:9]([CH3:12])[CH:8]=[CH:7][C:3]=1[CH:4]=[O:5], predict the reactants needed to synthesize it. The reactants are: [F:1][C:2]1[C:10]([I:11])=[C:9]([CH3:12])[CH:8]=[CH:7][C:3]=1[C:4](O)=[O:5].B(OC)(OC)OC.CSC.B.CO. (6) Given the product [ClH:22].[ClH:22].[F:20][C:17]1[CH:16]=[CH:15][C:14]([CH2:13][N:10]2[CH2:11][CH2:12][C@@H:8]([NH2:7])[CH2:9]2)=[CH:19][CH:18]=1, predict the reactants needed to synthesize it. The reactants are: C(OC(=O)[NH:7][CH:8]1[CH2:12][CH2:11][N:10]([CH2:13][C:14]2[CH:19]=[CH:18][C:17]([F:20])=[CH:16][CH:15]=2)[CH2:9]1)(C)(C)C.[ClH:22].